Dataset: NCI-60 drug combinations with 297,098 pairs across 59 cell lines. Task: Regression. Given two drug SMILES strings and cell line genomic features, predict the synergy score measuring deviation from expected non-interaction effect. (1) Drug 1: CC1=C(C=C(C=C1)NC2=NC=CC(=N2)N(C)C3=CC4=NN(C(=C4C=C3)C)C)S(=O)(=O)N.Cl. Drug 2: C1=NC2=C(N1)C(=S)N=C(N2)N. Cell line: MALME-3M. Synergy scores: CSS=14.3, Synergy_ZIP=-8.77, Synergy_Bliss=-1.52, Synergy_Loewe=-3.05, Synergy_HSA=-2.37. (2) Drug 2: CS(=O)(=O)OCCCCOS(=O)(=O)C. Synergy scores: CSS=16.6, Synergy_ZIP=-3.10, Synergy_Bliss=-3.43, Synergy_Loewe=0.422, Synergy_HSA=0.677. Cell line: U251. Drug 1: CS(=O)(=O)CCNCC1=CC=C(O1)C2=CC3=C(C=C2)N=CN=C3NC4=CC(=C(C=C4)OCC5=CC(=CC=C5)F)Cl. (3) Drug 1: CC=C1C(=O)NC(C(=O)OC2CC(=O)NC(C(=O)NC(CSSCCC=C2)C(=O)N1)C(C)C)C(C)C. Drug 2: CC1=C(C(=CC=C1)Cl)NC(=O)C2=CN=C(S2)NC3=CC(=NC(=N3)C)N4CCN(CC4)CCO. Cell line: OVCAR-8. Synergy scores: CSS=20.3, Synergy_ZIP=-3.91, Synergy_Bliss=-2.10, Synergy_Loewe=-14.4, Synergy_HSA=-1.26. (4) Drug 1: C1=C(C(=O)NC(=O)N1)F. Drug 2: CC1=C(C=C(C=C1)C(=O)NC2=CC(=CC(=C2)C(F)(F)F)N3C=C(N=C3)C)NC4=NC=CC(=N4)C5=CN=CC=C5. Cell line: SN12C. Synergy scores: CSS=17.3, Synergy_ZIP=-4.34, Synergy_Bliss=-2.99, Synergy_Loewe=-3.72, Synergy_HSA=-3.39. (5) Drug 1: C1CC(=O)NC(=O)C1N2CC3=C(C2=O)C=CC=C3N. Drug 2: C1=CN(C=N1)CC(O)(P(=O)(O)O)P(=O)(O)O. Cell line: ACHN. Synergy scores: CSS=5.18, Synergy_ZIP=-4.03, Synergy_Bliss=-4.28, Synergy_Loewe=-1.78, Synergy_HSA=-1.55. (6) Drug 1: CC1=C(C(CCC1)(C)C)C=CC(=CC=CC(=CC(=O)O)C)C. Drug 2: CC12CCC3C(C1CCC2O)C(CC4=C3C=CC(=C4)O)CCCCCCCCCS(=O)CCCC(C(F)(F)F)(F)F. Cell line: MDA-MB-231. Synergy scores: CSS=2.28, Synergy_ZIP=-1.97, Synergy_Bliss=-0.437, Synergy_Loewe=-2.98, Synergy_HSA=-1.23.